This data is from Forward reaction prediction with 1.9M reactions from USPTO patents (1976-2016). The task is: Predict the product of the given reaction. Given the reactants C([N:8]1[CH2:13][CH:12]([CH3:14])[O:11][CH2:10][CH:9]1[CH2:15][C:16]([CH3:19])([OH:18])[CH3:17])C1C=CC=CC=1, predict the reaction product. The product is: [CH3:17][C:16]([OH:18])([CH3:19])[CH2:15][CH:9]1[CH2:10][O:11][CH:12]([CH3:14])[CH2:13][NH:8]1.